Dataset: Catalyst prediction with 721,799 reactions and 888 catalyst types from USPTO. Task: Predict which catalyst facilitates the given reaction. (1) Reactant: S(=O)(=O)(O)O.[NH2:6][C:7]1[S:16][CH2:15][C@H:14]2[C@:9]([C:19]3[CH:24]=[CH:23][CH:22]=[CH:21][C:20]=3[F:25])([CH2:10][O:11][C@@H:12]([CH2:17][OH:18])[CH2:13]2)[N:8]=1.[N+:26]([O-])([OH:28])=[O:27].[OH-].[Na+]. Product: [NH2:6][C:7]1[S:16][CH2:15][C@H:14]2[C@:9]([C:19]3[CH:24]=[C:23]([N+:26]([O-:28])=[O:27])[CH:22]=[CH:21][C:20]=3[F:25])([CH2:10][O:11][C@@H:12]([CH2:17][OH:18])[CH2:13]2)[N:8]=1. The catalyst class is: 67. (2) Reactant: [C:1]([C:3]1[S:7][C:6]([NH:8][C:9]2[N:14]=[C:13]([N:15]3[CH2:19][CH2:18][CH2:17][CH:16]3[C:20]3[CH:25]=[CH:24][C:23]([CH3:26])=[CH:22][CH:21]=3)[N:12]=[C:11]([C:27]([O:29]C)=[O:28])[CH:10]=2)=[N:5][CH:4]=1)#[N:2].[OH-].[Na+]. Product: [C:1]([C:3]1[S:7][C:6]([NH:8][C:9]2[N:14]=[C:13]([N:15]3[CH2:19][CH2:18][CH2:17][CH:16]3[C:20]3[CH:25]=[CH:24][C:23]([CH3:26])=[CH:22][CH:21]=3)[N:12]=[C:11]([C:27]([OH:29])=[O:28])[CH:10]=2)=[N:5][CH:4]=1)#[N:2]. The catalyst class is: 5. (3) Reactant: [CH3:1][O:2][C:3]1[C:8]([NH2:9])=[CH:7][C:6]([C:10]#[C:11][C:12]2[C:13]([CH3:24])=[N:14][CH:15]=[N:16][C:17]=2[N:18]2[CH2:23][CH2:22][O:21][CH2:20][CH2:19]2)=[CH:5][N:4]=1.[Cl:25][C:26]1[S:30][C:29]([S:31](Cl)(=[O:33])=[O:32])=[CH:28][CH:27]=1.N1C=CC=CC=1.O. Product: [Cl:25][C:26]1[S:30][C:29]([S:31]([NH:9][C:8]2[C:3]([O:2][CH3:1])=[N:4][CH:5]=[C:6]([C:10]#[C:11][C:12]3[C:13]([CH3:24])=[N:14][CH:15]=[N:16][C:17]=3[N:18]3[CH2:19][CH2:20][O:21][CH2:22][CH2:23]3)[CH:7]=2)(=[O:33])=[O:32])=[CH:28][CH:27]=1. The catalyst class is: 2. (4) Reactant: [NH2:1][C:2]1[C:7]([NH2:8])=[CH:6][CH:5]=[CH:4][N:3]=1.[CH3:9][O:10][C:11]1[CH:19]=[CH:18][C:14]([C:15](O)=O)=[CH:13][C:12]=1[N+:20]([O-:22])=[O:21]. Product: [N:8]1[C:7]2[C:2](=[N:3][CH:4]=[CH:5][CH:6]=2)[NH:1][C:15]=1[C:14]1[CH:18]=[CH:19][C:11]([O:10][CH3:9])=[C:12]([N+:20]([O-:22])=[O:21])[CH:13]=1. The catalyst class is: 286. (5) Reactant: C([O:4][C@@H:5]1[O:22][C@H:21]([CH2:23][O:24][C:25](=[O:27])[CH3:26])[C@H:16]([O:17][C:18](=[O:20])[CH3:19])[C@H:11]([O:12][C:13](=[O:15])[CH3:14])[C@H:6]1[O:7][C:8](=[O:10])[CH3:9])(=O)C.[BrH:28]. Product: [Br:28][C:5]1([O:22][C@H:21]([CH2:23][O:24][C:25](=[O:27])[CH3:26])[C@H:16]([O:17][C:18](=[O:20])[CH3:19])[C@H:11]([O:12][C:13](=[O:15])[CH3:14])[C@H:6]1[O:7][C:8](=[O:10])[CH3:9])[OH:4]. The catalyst class is: 585. (6) Reactant: Cl[C:2]1[CH:7]=[N:6][CH:5]=[C:4]([Cl:8])[N:3]=1.[NH2:9][CH:10]1[CH:15]2[CH2:16][CH2:17][CH:12]([CH2:13][CH2:14]2)[CH:11]1[C:18]([O:20][CH3:21])=[O:19].C(N(CC)C(C)C)(C)C. Product: [Cl:8][C:4]1[N:3]=[C:2]([NH:9][CH:10]2[CH:15]3[CH2:14][CH2:13][CH:12]([CH2:17][CH2:16]3)[CH:11]2[C:18]([O:20][CH3:21])=[O:19])[CH:7]=[N:6][CH:5]=1. The catalyst class is: 290. (7) Reactant: Cl[C:2]1[N:7]=[CH:6][N:5]=[C:4]2[N:8]([C:11]3[CH:16]=[CH:15][CH:14]=[CH:13][C:12]=3[Cl:17])[N:9]=[CH:10][C:3]=12.[C:18]([C:22]1[CH:28]=[CH:27][C:25]([NH2:26])=[CH:24][CH:23]=1)([CH3:21])([CH3:20])[CH3:19]. Product: [C:18]([C:22]1[CH:23]=[CH:24][C:25]([NH:26][C:2]2[N:7]=[CH:6][N:5]=[C:4]3[N:8]([C:11]4[CH:16]=[CH:15][CH:14]=[CH:13][C:12]=4[Cl:17])[N:9]=[CH:10][C:3]=23)=[CH:27][CH:28]=1)([CH3:21])([CH3:19])[CH3:20]. The catalyst class is: 10. (8) Reactant: [NH2:1][C:2]1[C:11]2[N:12]=[C:13]3[CH2:18][O:17][CH2:16][C@H:15]([CH:19]([CH3:21])[CH3:20])[N:14]3[C:10]=2[C:9]2[C:4](=[CH:5][C:6]([OH:22])=[CH:7][CH:8]=2)[N:3]=1.C(=O)([O-])[O-].[Cs+].[Cs+].Br[CH2:30][C:31]([N:33]1[CH2:38][CH2:37][O:36][CH2:35][CH2:34]1)=[O:32].C(Cl)(Cl)Cl. Product: [CH:19]([C@@H:15]1[N:14]2[C:10]3[C:9]4[C:4](=[CH:5][C:6]([O:22][CH2:30][C:31]([N:33]5[CH2:38][CH2:37][O:36][CH2:35][CH2:34]5)=[O:32])=[CH:7][CH:8]=4)[N:3]=[C:2]([NH2:1])[C:11]=3[N:12]=[C:13]2[CH2:18][O:17][CH2:16]1)([CH3:20])[CH3:21]. The catalyst class is: 85.